From a dataset of Forward reaction prediction with 1.9M reactions from USPTO patents (1976-2016). Predict the product of the given reaction. (1) Given the reactants [CH3:1][C:2]1[CH:7]=[C:6]([C:8]([N:10]2[C:16]3[CH:17]=[CH:18][CH:19]=[CH:20][C:15]=3[CH2:14][N:13]3[C:21]([C:24]([NH:26][CH2:27][CH:28]4[CH2:33][CH2:32][CH2:31][N:30](C(OC(C)(C)C)=O)[CH2:29]4)=[O:25])=[CH:22][CH2:23][C:12]3=[CH:11]2)=[O:9])[CH:5]=[CH:4][C:3]=1[C:41]1[CH:46]=[CH:45][CH:44]=[CH:43][C:42]=1[CH3:47].FC(F)(F)C(O)=O, predict the reaction product. The product is: [CH3:1][C:2]1[CH:7]=[C:6]([C:8]([N:10]2[C:16]3[CH:17]=[CH:18][CH:19]=[CH:20][C:15]=3[CH2:14][N:13]3[C:21]([C:24]([NH:26][CH2:27][CH:28]4[CH2:33][CH2:32][CH2:31][NH:30][CH2:29]4)=[O:25])=[CH:22][CH:23]=[C:12]3[CH2:11]2)=[O:9])[CH:5]=[CH:4][C:3]=1[C:41]1[CH:46]=[CH:45][CH:44]=[CH:43][C:42]=1[CH3:47]. (2) Given the reactants [N+:1]([C:4]1[C:5]([N+:11]([O-])=O)=[C:6]([CH3:10])[CH:7]=[CH:8][CH:9]=1)([O-])=O.[N+](C1C([N+]([O-])=O)=C(C)C=CC=1)([O-])=O.O, predict the reaction product. The product is: [C:6]1([CH3:10])[CH:7]=[CH:8][CH:9]=[C:4]([NH2:1])[C:5]=1[NH2:11]. (3) Given the reactants [NH2:1][C:2]1[CH:3]=[C:4]2[C:10]([C:11]([C:13]3[C:14]([F:27])=[C:15]([NH:20][S:21]([CH2:24][CH2:25][CH3:26])(=[O:23])=[O:22])[CH:16]=[CH:17][C:18]=3[F:19])=[O:12])=[CH:9][NH:8][C:5]2=[N:6][CH:7]=1.C(N(CC)CC)C.[CH3:35][C:36]1[O:40][NH:39][CH:38]([C:41](Cl)=[O:42])[CH:37]=1.O1CCCC1, predict the reaction product. The product is: [F:27][C:14]1[C:15]([NH:20][S:21]([CH2:24][CH2:25][CH3:26])(=[O:22])=[O:23])=[CH:16][CH:17]=[C:18]([F:19])[C:13]=1[C:11]([C:10]1[C:4]2[C:5](=[N:6][CH:7]=[C:2]([NH:1][C:41]([CH:38]3[CH:37]=[C:36]([CH3:35])[O:40][NH:39]3)=[O:42])[CH:3]=2)[NH:8][CH:9]=1)=[O:12]. (4) Given the reactants [CH2:1]([O:3][C:4](=[O:33])[CH:5]=[C:6]([C:26]1[CH:31]=[CH:30][CH:29]=[CH:28][C:27]=1[Cl:32])[C:7]1[N:17]([C:18]2[C:23]([F:24])=[CH:22][CH:21]=[CH:20][C:19]=2[F:25])[C:10]2[N:11]=[C:12](SC)[N:13]=[CH:14][C:9]=2[CH:8]=1)[CH3:2].O[O:35][S:36]([O-:38])=O.[K+].S([O-])(O[O-])(=O)=O.[K+].[K+].[C:48]([O-])(O)=O.[Na+], predict the reaction product. The product is: [CH2:1]([O:3][C:4](=[O:33])[CH:5]=[C:6]([C:26]1[CH:31]=[CH:30][CH:29]=[CH:28][C:27]=1[Cl:32])[C:7]1[N:17]([C:18]2[C:23]([F:24])=[CH:22][CH:21]=[CH:20][C:19]=2[F:25])[C:10]2[N:11]=[C:12]([S:36]([CH3:48])(=[O:38])=[O:35])[N:13]=[CH:14][C:9]=2[CH:8]=1)[CH3:2]. (5) Given the reactants [F:1][C:2]([F:42])([F:41])[C:3]1[CH:4]=[C:5]([C@H:13]([N:15]([CH3:40])[C:16]([N:18]2[CH2:23][CH2:22][C@H:21]([N:24]3[CH2:29][CH2:28][N:27]([C:30](=[O:32])[CH3:31])[CH2:26][CH2:25]3)[CH2:20][C@@H:19]2[C:33]2[CH:38]=[CH:37][C:36]([F:39])=[CH:35][CH:34]=2)=[O:17])[CH3:14])[CH:6]=[C:7]([C:9]([F:12])([F:11])[F:10])[CH:8]=1.[ClH:43], predict the reaction product. The product is: [ClH:43].[F:42][C:2]([F:1])([F:41])[C:3]1[CH:4]=[C:5]([C@H:13]([N:15]([CH3:40])[C:16]([N:18]2[CH2:23][CH2:22][C@H:21]([N:24]3[CH2:25][CH2:26][N:27]([C:30](=[O:32])[CH3:31])[CH2:28][CH2:29]3)[CH2:20][C@@H:19]2[C:33]2[CH:34]=[CH:35][C:36]([F:39])=[CH:37][CH:38]=2)=[O:17])[CH3:14])[CH:6]=[C:7]([C:9]([F:11])([F:10])[F:12])[CH:8]=1. (6) Given the reactants [Cl:1][C:2]1[CH:7]=[CH:6][C:5]([CH:8]([C:21]2[CH:26]=[CH:25][C:24]([Cl:27])=[CH:23][CH:22]=2)[N:9]2[CH2:14][CH2:13][N:12]([CH2:15][C:16]([O:18]C)=[O:17])[C:11](=[O:20])[CH2:10]2)=[CH:4][CH:3]=1.O.[OH-].[Li+], predict the reaction product. The product is: [Cl:1][C:2]1[CH:3]=[CH:4][C:5]([CH:8]([C:21]2[CH:22]=[CH:23][C:24]([Cl:27])=[CH:25][CH:26]=2)[N:9]2[CH2:14][CH2:13][N:12]([CH2:15][C:16]([OH:18])=[O:17])[C:11](=[O:20])[CH2:10]2)=[CH:6][CH:7]=1. (7) Given the reactants [H][H].[CH3:3][N:4]([CH3:20])[CH2:5][CH2:6][CH2:7][O:8][C:9]1[C:10]([F:19])=[CH:11][C:12]([N+:16]([O-])=O)=[C:13]([NH2:15])[CH:14]=1, predict the reaction product. The product is: [CH3:20][N:4]([CH3:3])[CH2:5][CH2:6][CH2:7][O:8][C:9]1[CH:14]=[C:13]([NH2:15])[C:12]([NH2:16])=[CH:11][C:10]=1[F:19]. (8) Given the reactants [O:1]=[C:2]1[CH2:11][CH2:10][C@@H:9]2[C@@H:4]([CH2:5][C@@H:6]([C:16]([OH:18])=[O:17])[N:7]([C:12]([O:14][CH3:15])=[O:13])[CH2:8]2)[CH2:3]1.CCC(C)[BH-](C(C)CC)C(C)CC.[Li+], predict the reaction product. The product is: [OH:1][C@H:2]1[CH2:11][CH2:10][C@@H:9]2[C@@H:4]([CH2:5][C@@H:6]([C:16]([OH:18])=[O:17])[N:7]([C:12]([O:14][CH3:15])=[O:13])[CH2:8]2)[CH2:3]1. (9) Given the reactants [CH:1]1([CH2:4][O:5][C:6]2[CH:11]=[CH:10][C:9]([S:12]([CH3:15])(=[O:14])=[O:13])=[CH:8][C:7]=2B2OC(C)(C)C(C)(C)O2)[CH2:3][CH2:2]1.Br[C:26]1[C:27]2[CH:36]=[C:35]([Cl:37])[O:34][C:28]=2[C:29](=[O:33])[N:30]([CH3:32])[CH:31]=1.[O-]P([O-])([O-])=O.[K+].[K+].[K+], predict the reaction product. The product is: [Cl:37][C:35]1[O:34][C:28]2[C:29](=[O:33])[N:30]([CH3:32])[CH:31]=[C:26]([C:7]3[CH:8]=[C:9]([S:12]([CH3:15])(=[O:13])=[O:14])[CH:10]=[CH:11][C:6]=3[O:5][CH2:4][CH:1]3[CH2:2][CH2:3]3)[C:27]=2[CH:36]=1.